This data is from Full USPTO retrosynthesis dataset with 1.9M reactions from patents (1976-2016). The task is: Predict the reactants needed to synthesize the given product. (1) Given the product [CH2:1]([CH:3]([NH:6][C:7](=[O:40])[NH:8][C:9]1[CH:37]=[CH:36][C:12]([O:13][C:14]2[CH:15]=[CH:16][C:17]([NH:20][C:21](=[O:35])[C:22]3[CH:27]=[CH:26][C:25]([O:28][CH:29]4[CH2:30][CH2:31][N:32]([CH2:42][CH2:43][CH2:44][OH:45])[CH2:33][CH2:34]4)=[CH:24][CH:23]=3)=[CH:18][CH:19]=2)=[C:11]([O:38][CH3:39])[CH:10]=1)[CH2:4][CH3:5])[CH3:2], predict the reactants needed to synthesize it. The reactants are: [CH2:1]([CH:3]([NH:6][C:7](=[O:40])[NH:8][C:9]1[CH:37]=[CH:36][C:12]([O:13][C:14]2[CH:19]=[CH:18][C:17]([NH:20][C:21](=[O:35])[C:22]3[CH:27]=[CH:26][C:25]([O:28][CH:29]4[CH2:34][CH2:33][NH:32][CH2:31][CH2:30]4)=[CH:24][CH:23]=3)=[CH:16][CH:15]=2)=[C:11]([O:38][CH3:39])[CH:10]=1)[CH2:4][CH3:5])[CH3:2].Br[CH2:42][CH2:43][CH2:44][OH:45].C([O-])([O-])=O.[K+].[K+]. (2) Given the product [O:4]1[C:8]2[CH:9]=[CH:10][CH:11]=[C:12]([N:13]3[CH2:18][CH2:17][N:16]([CH2:19][CH2:20][C@H:21]4[CH2:26][CH2:25][C@H:24]([NH:27][C:31](=[O:32])[CH2:30][O:29][CH3:28])[CH2:23][CH2:22]4)[CH2:15][CH2:14]3)[C:7]=2[O:6][CH2:5]1, predict the reactants needed to synthesize it. The reactants are: Cl.Cl.Cl.[O:4]1[C:8]2[CH:9]=[CH:10][CH:11]=[C:12]([N:13]3[CH2:18][CH2:17][N:16]([CH2:19][CH2:20][C@H:21]4[CH2:26][CH2:25][C@H:24]([NH2:27])[CH2:23][CH2:22]4)[CH2:15][CH2:14]3)[C:7]=2[O:6][CH2:5]1.[CH3:28][O:29][CH2:30][C:31](O)=[O:32]. (3) Given the product [CH3:19][N:20]1[CH2:25][CH2:24][N:23]([CH2:2][C:3]2[CH:11]=[CH:10][C:6]([C:7]([OH:9])=[O:8])=[CH:5][CH:4]=2)[CH2:22][CH2:21]1, predict the reactants needed to synthesize it. The reactants are: Cl[CH2:2][C:3]1[CH:11]=[CH:10][C:6]([C:7]([OH:9])=[O:8])=[CH:5][CH:4]=1.C(N(CC)CC)C.[CH3:19][N:20]1[CH2:25][CH2:24][NH:23][CH2:22][CH2:21]1. (4) Given the product [CH2:1]([O:4][C:5](=[O:29])[NH:6][CH2:7][CH2:8][NH:9][C:10]1[C:11]2[C:24]3[CH2:25][CH2:26][N:27]([C:32](=[O:33])[C:31]([CH3:36])([CH3:35])[CH3:30])[CH2:28][C:23]=3[S:22][C:12]=2[N:13]=[C:14]([C:16]2[CH:17]=[CH:18][N:19]=[CH:20][CH:21]=2)[N:15]=1)[CH:2]=[CH2:3], predict the reactants needed to synthesize it. The reactants are: [CH2:1]([O:4][C:5](=[O:29])[NH:6][CH2:7][CH2:8][NH:9][C:10]1[C:11]2[C:24]3[CH2:25][CH2:26][NH:27][CH2:28][C:23]=3[S:22][C:12]=2[N:13]=[C:14]([C:16]2[CH:21]=[CH:20][N:19]=[CH:18][CH:17]=2)[N:15]=1)[CH:2]=[CH2:3].[CH3:30][C:31]([CH3:36])([CH3:35])[C:32](Cl)=[O:33].C(N(CC)C(C)C)(C)C.O. (5) Given the product [NH2:17][CH:16]=[C:13]1[C:12]([C:20]2[CH:25]=[CH:24][CH:23]=[C:22]([Br:26])[CH:21]=2)=[N:11][N:10]([C:2]2[S:1][C:5]3[CH:6]=[CH:7][CH:8]=[CH:9][C:4]=3[N:3]=2)[C:14]1=[O:15], predict the reactants needed to synthesize it. The reactants are: [S:1]1[C:5]2[CH:6]=[CH:7][CH:8]=[CH:9][C:4]=2[N:3]=[C:2]1[N:10]1[C:14](=[O:15])[C:13](=[CH:16][N:17](C)C)[C:12]([C:20]2[CH:25]=[CH:24][CH:23]=[C:22]([Br:26])[CH:21]=2)=[N:11]1. (6) Given the product [CH3:35][C:32]1([CH3:36])[O:31][CH:30]([CH2:29][O:27][C:5]2[CH:4]=[CH:3][C:2]([F:1])=[CH:7][C:6]=2[C@H:8]2[CH2:12][CH2:11][CH2:10][N:9]2[C:13]2[CH:18]=[CH:17][N:16]3[N:19]=[CH:20][C:21]([C:22]([O:24][CH2:25][CH3:26])=[O:23])=[C:15]3[N:14]=2)[CH2:34][O:33]1, predict the reactants needed to synthesize it. The reactants are: [F:1][C:2]1[CH:3]=[CH:4][C:5]([OH:27])=[C:6]([C@H:8]2[CH2:12][CH2:11][CH2:10][N:9]2[C:13]2[CH:18]=[CH:17][N:16]3[N:19]=[CH:20][C:21]([C:22]([O:24][CH2:25][CH3:26])=[O:23])=[C:15]3[N:14]=2)[CH:7]=1.Cl[CH2:29][CH:30]1[CH2:34][O:33][C:32]([CH3:36])([CH3:35])[O:31]1.C(=O)([O-])[O-].[K+].[K+].[Br-].[Na+]. (7) Given the product [CH2:8]([N:6]1[CH2:5][CH2:4][NH:3][C@H:2]([CH3:1])[CH2:7]1)[C:9]1[CH:14]=[CH:13][CH:12]=[CH:11][CH:10]=1, predict the reactants needed to synthesize it. The reactants are: [CH3:1][C@@H:2]1[CH2:7][NH:6][CH2:5][CH2:4][NH:3]1.[CH2:8](Cl)[C:9]1[CH:14]=[CH:13][CH:12]=[CH:11][CH:10]=1.C(=O)([O-])[O-].[K+].[K+]. (8) The reactants are: [Br:1]N1C(=O)CCC1=O.[NH2:9][C:10]([NH:12][C:13]1[NH:14][C:15]2[C:20]([C:21]=1[C:22]([NH2:24])=[O:23])=[CH:19][CH:18]=[CH:17][CH:16]=2)=[O:11]. Given the product [NH2:9][C:10]([NH:12][C:13]1[NH:14][C:15]2[C:20]([C:21]=1[C:22]([NH2:24])=[O:23])=[CH:19][CH:18]=[C:17]([Br:1])[CH:16]=2)=[O:11], predict the reactants needed to synthesize it. (9) Given the product [NH2:50][C:48]1[N:47]=[CH:46][N:45]=[C:44]([O:43][C:42]2[CH:51]=[CH:52][C:39]([NH:38][C:27]([NH:18][C:10]3[CH:11]=[C:12]([C:14]([F:17])([F:15])[F:16])[CH:13]=[C:8]([C:6]4[CH:5]=[CH:4][CH:3]=[C:2]([CH3:1])[N:7]=4)[CH:9]=3)=[O:29])=[CH:40][CH:41]=2)[CH:49]=1, predict the reactants needed to synthesize it. The reactants are: [CH3:1][C:2]1[N:7]=[C:6]([C:8]2[CH:9]=[C:10]([NH2:18])[CH:11]=[C:12]([C:14]([F:17])([F:16])[F:15])[CH:13]=2)[CH:5]=[CH:4][CH:3]=1.CCN(CC)CC.Cl[C:27](Cl)([O:29]C(=O)OC(Cl)(Cl)Cl)Cl.[NH2:38][C:39]1[CH:52]=[CH:51][C:42]([O:43][C:44]2[CH:49]=[C:48]([NH2:50])[N:47]=[CH:46][N:45]=2)=[CH:41][CH:40]=1.